This data is from Forward reaction prediction with 1.9M reactions from USPTO patents (1976-2016). The task is: Predict the product of the given reaction. (1) Given the reactants [OH-].[Li+].[CH3:3][O:4][C:5]1[CH:14]=[C:13]2[C:8]([CH:9]=[C:10]([C:16]([O-:18])=[O:17])[C:11](=[O:15])[O:12]2)=[CH:7][CH:6]=1, predict the reaction product. The product is: [CH3:3][O:4][C:5]1[CH:14]=[C:13]2[C:8]([CH:9]=[C:10]([C:16]([OH:18])=[O:17])[C:11](=[O:15])[O:12]2)=[CH:7][CH:6]=1. (2) Given the reactants C([O:4][CH2:5][C:6]1[CH:11]=[CH:10][CH:9]=[C:8]([CH3:12])[N:7]=1)(=O)C.[ClH:13], predict the reaction product. The product is: [ClH:13].[CH3:12][C:8]1[N:7]=[C:6]([CH2:5][OH:4])[CH:11]=[CH:10][CH:9]=1. (3) Given the reactants [CH3:1][C:2]1[O:6][N:5]=[C:4]([C:7]2[N:12]=[CH:11][C:10]([C:13]([OH:15])=O)=[CH:9][N:8]=2)[N:3]=1.CN(C)CCCN=C=NCC.ON1C2C=CC=CC=2N=N1.[O:37]1[CH2:42][CH2:41][CH:40]([NH2:43])[CH2:39][CH2:38]1, predict the reaction product. The product is: [O:37]1[CH2:42][CH2:41][CH:40]([NH:43][C:13]([C:10]2[CH:11]=[N:12][C:7]([C:4]3[N:3]=[C:2]([CH3:1])[O:6][N:5]=3)=[N:8][CH:9]=2)=[O:15])[CH2:39][CH2:38]1. (4) Given the reactants C(P1(=O)OP(CCC)(=O)OP(CCC)(=O)O1)CC.[Cl:19][C:20]1[CH:25]=[CH:24][C:23](/[CH:26]=[CH:27]/[C:28]([OH:30])=O)=[C:22]([CH2:31][N:32]2[N:36]=[N:35][C:34]([CH3:37])=[N:33]2)[CH:21]=1.[NH:38]1[CH2:43][CH2:42][CH:41]([CH2:44][OH:45])[CH2:40][CH2:39]1.C(N(CC)CC)C, predict the reaction product. The product is: [Cl:19][C:20]1[CH:25]=[CH:24][C:23](/[CH:26]=[CH:27]/[C:28]([N:38]2[CH2:43][CH2:42][CH:41]([CH2:44][OH:45])[CH2:40][CH2:39]2)=[O:30])=[C:22]([CH2:31][N:32]2[N:36]=[N:35][C:34]([CH3:37])=[N:33]2)[CH:21]=1. (5) The product is: [Cl:1][C:2]1[C:7]([C:8]2[CH:13]=[CH:12][CH:11]=[C:10]([CH2:14][CH3:15])[CH:9]=2)=[C:6]([C:16]([OH:34])([CH2:28][CH2:29][CH2:30][CH2:31][O:32][CH3:33])[CH2:17][CH2:18][NH:19][CH3:20])[CH:5]=[CH:4][CH:3]=1. Given the reactants [Cl:1][C:2]1[C:7]([C:8]2[CH:13]=[CH:12][CH:11]=[C:10]([CH2:14][CH3:15])[CH:9]=2)=[C:6]([C:16]([OH:34])([CH2:28][CH2:29][CH2:30][CH2:31][O:32][CH3:33])[CH2:17][CH2:18][N:19](C)[C:20](=O)OC(C)(C)C)[CH:5]=[CH:4][CH:3]=1.Cl, predict the reaction product. (6) Given the reactants [OH:1][CH2:2][C:3]1[CH:4]=[C:5]([CH2:11][OH:12])[CH:6]=[CH:7][C:8]=1[CH2:9][OH:10].[N+:13]([C:16]1[CH:23]=[CH:22][C:19]([CH:20]=O)=[CH:18][CH:17]=1)([O-:15])=[O:14], predict the reaction product. The product is: [N+:13]([C:16]1[CH:23]=[CH:22][C:19]([CH:20]2[O:1][CH2:2][C:3]3[CH:4]=[C:5]([CH2:11][OH:12])[CH:6]=[CH:7][C:8]=3[CH2:9][O:10]2)=[CH:18][CH:17]=1)([O-:15])=[O:14]. (7) Given the reactants [OH:1][C:2]1[C:3]([C:8]([OH:10])=[O:9])=[N:4][CH:5]=[CH:6][CH:7]=1.[C:11](OC(O[C:11]([CH3:14])([CH3:13])[CH3:12])N(C)C)([CH3:14])([CH3:13])[CH3:12], predict the reaction product. The product is: [C:11]([O:9][C:8]([C:3]1[C:2]([OH:1])=[CH:7][CH:6]=[CH:5][N:4]=1)=[O:10])([CH3:14])([CH3:13])[CH3:12]. (8) The product is: [C:75]([O:74][C:70]([NH:71][NH:72][C:7](=[O:8])[CH2:6][CH2:5][CH2:4][CH2:3][CH2:2][NH:1][C:10]([O:12][CH2:13][CH:14]1[C:26]2[CH:25]=[CH:24][CH:23]=[CH:22][C:21]=2[C:20]2[C:15]1=[CH:16][CH:17]=[CH:18][CH:19]=2)=[O:11])=[O:73])([CH3:78])([CH3:77])[CH3:76]. Given the reactants [NH:1]([C:10]([O:12][CH2:13][CH:14]1[C:26]2[C:21](=[CH:22][CH:23]=[CH:24][CH:25]=2)[C:20]2[C:15]1=[CH:16][CH:17]=[CH:18][CH:19]=2)=[O:11])[CH2:2][CH2:3][CH2:4][CH2:5][CH2:6][C:7](O)=[O:8].CN(C(ON1N=NC2C=CC=CC1=2)=[N+](C)C)C.F[P-](F)(F)(F)(F)F.C1C=CC2N(O)N=NC=2C=1.CCN(C(C)C)C(C)C.[C:70]([O:74][C:75]([CH3:78])([CH3:77])[CH3:76])(=[O:73])[NH:71][NH2:72], predict the reaction product.